Dataset: Full USPTO retrosynthesis dataset with 1.9M reactions from patents (1976-2016). Task: Predict the reactants needed to synthesize the given product. Given the product [Cl:1][C:2]1[N:7]=[CH:6][C:5]2[C:8]([O:37][C:31]3[CH:36]=[CH:35][CH:34]=[CH:33][CH:32]=3)=[N:9][N:10]([C:11]([C:24]3[CH:29]=[CH:28][CH:27]=[CH:26][CH:25]=3)([C:18]3[CH:23]=[CH:22][CH:21]=[CH:20][CH:19]=3)[C:12]3[CH:17]=[CH:16][CH:15]=[CH:14][CH:13]=3)[C:4]=2[CH:3]=1, predict the reactants needed to synthesize it. The reactants are: [Cl:1][C:2]1[N:7]=[CH:6][C:5]2[C:8](I)=[N:9][N:10]([C:11]([C:24]3[CH:29]=[CH:28][CH:27]=[CH:26][CH:25]=3)([C:18]3[CH:23]=[CH:22][CH:21]=[CH:20][CH:19]=3)[C:12]3[CH:17]=[CH:16][CH:15]=[CH:14][CH:13]=3)[C:4]=2[CH:3]=1.[C:31]1([OH:37])[CH:36]=[CH:35][CH:34]=[CH:33][CH:32]=1.C(=O)([O-])[O-].[Cs+].[Cs+].CN(C)CC(O)=O.